This data is from Full USPTO retrosynthesis dataset with 1.9M reactions from patents (1976-2016). The task is: Predict the reactants needed to synthesize the given product. Given the product [OH:8][C:9]1[CH:10]=[CH:11][C:12]([CH2:13][C:14]2[C:22]3[C:21]([NH:38][C@@H:53]4[CH2:48][CH2:49][CH2:50][N:51]([C:26](=[O:31])/[CH:27]=[CH:28]/[CH3:29])[CH2:52]4)=[N:20][CH:19]=[N:18][C:17]=3[NH:16][CH:15]=2)=[CH:24][CH:25]=1, predict the reactants needed to synthesize it. The reactants are: C([O:8][C:9]1[CH:25]=[CH:24][C:12]([CH2:13][C:14]2[C:22]3[C:21](Cl)=[N:20][CH:19]=[N:18][C:17]=3[NH:16][CH:15]=2)=[CH:11][CH:10]=1)C1C=CC=CC=1.[C:26]([OH:31])(=O)/[CH:27]=[CH:28]/[CH3:29].C(Cl)CCl.CC[N:38](C(C)C)C(C)C.CN([C:48]1[CH:49]=[CH:50][N:51]=[CH:52][CH:53]=1)C.CN(C=O)C.